The task is: Predict which catalyst facilitates the given reaction.. This data is from Catalyst prediction with 721,799 reactions and 888 catalyst types from USPTO. The catalyst class is: 9. Reactant: CS(O[C@H:6]1[CH2:11][CH2:10][C@@H:9]([N:12]2[C:16]3=[N:17][CH:18]=[N:19][C:20]([NH2:21])=[C:15]3[C:14]([I:22])=[N:13]2)[CH2:8][CH2:7]1)(=O)=O.[H-].[Na+].[NH:25]1[CH:29]=[CH:28][CH:27]=[N:26]1. Product: [I:22][C:14]1[C:15]2[C:16](=[N:17][CH:18]=[N:19][C:20]=2[NH2:21])[N:12]([C@H:9]2[CH2:10][CH2:11][C@H:6]([N:25]3[CH:29]=[CH:28][CH:27]=[N:26]3)[CH2:7][CH2:8]2)[N:13]=1.